Predict the reaction yield, written as a fraction of the theoretical maximum amount of product (1.0 means a 100% yield; for example, 0.34 means a 34% yield). From a dataset of Reaction yield outcomes from USPTO patents with 853,638 reactions. (1) The reactants are [C:1]([C:4]1[CH:9]=[CH:8][C:7](B(O)O)=[CH:6][CH:5]=1)([OH:3])=[O:2].Br[C:14]1[CH:19]=[CH:18][CH:17]=[CH:16][N:15]=1.C(=O)([O-])[O-].[Na+].[Na+]. The catalyst is C(#N)C. The product is [N:15]1[CH:16]=[CH:17][CH:18]=[CH:19][C:14]=1[C:7]1[CH:8]=[CH:9][C:4]([C:1]([OH:3])=[O:2])=[CH:5][CH:6]=1. The yield is 0.840. (2) The product is [Cl:9][C:5]1[N:4]([CH2:12][C:13]2[CH:20]=[C:19]([F:21])[CH:18]=[CH:17][C:14]=2[C:15]#[N:16])[C:3](=[O:10])[N:2]([CH3:1])[C:7](=[O:8])[CH:6]=1. The reactants are [CH3:1][N:2]1[C:7](=[O:8])[CH:6]=[C:5]([Cl:9])[NH:4][C:3]1=[O:10].Br[CH2:12][C:13]1[CH:20]=[C:19]([F:21])[CH:18]=[CH:17][C:14]=1[C:15]#[N:16].C([O-])([O-])=O.[K+].[K+]. The catalyst is CS(C)=O.O. The yield is 0.600. (3) The reactants are [Br:1][C:2]1[CH:7]=[C:6]([O:8][CH3:9])[C:5]([OH:10])=[C:4]([O:11][CH3:12])[CH:3]=1.[OH-].[Na+].S(OC)(O[CH3:19])(=O)=O. The catalyst is O.S(OC)(OC)(=O)=O. The product is [CH3:9][O:8][C:6]1[CH:7]=[C:2]([Br:1])[CH:3]=[C:4]([O:11][CH3:12])[C:5]=1[O:10][CH3:19]. The yield is 0.790. (4) The reactants are [CH3:1][O:2][C:3](=[O:59])[NH:4][CH:5]([C:9]([N:11]1[CH2:15][CH2:14][CH2:13][CH:12]1[C:16]1[NH:20][C:19]2[C:21]3[C:26]([CH:27]=[CH:28][C:18]=2[N:17]=1)=[CH:25][C:24]([C:29]1[CH:38]=[CH:37][C:36]2[C:31](=[CH:32][CH:33]=[C:34]([C:39]4[NH:40][C:41]([CH:44]5[CH2:48][CH2:47][CH2:46][N:45]5[C:49](=[O:58])[CH:50]([NH2:57])[C:51]5[CH:56]=[CH:55][CH:54]=[CH:53][CH:52]=5)=[N:42][CH:43]=4)[CH:35]=2)[CH:30]=1)=[CH:23][CH:22]=3)=[O:10])[CH:6]([CH3:8])[CH3:7].CCN(C(C)C)C(C)C.[O:69]1[CH2:72][CH:71]([O:73][C:74](=O)[O:75]C2C=CC([N+]([O-])=O)=CC=2)[CH2:70]1. The catalyst is C(#N)C. The product is [CH3:1][O:2][C:3](=[O:59])[NH:4][CH:5]([C:9]([N:11]1[CH2:15][CH2:14][CH2:13][CH:12]1[C:16]1[NH:20][C:19]2[C:21]3[C:26]([CH:27]=[CH:28][C:18]=2[N:17]=1)=[CH:25][C:24]([C:29]1[CH:38]=[CH:37][C:36]2[C:31](=[CH:32][CH:33]=[C:34]([C:39]4[NH:40][C:41]([CH:44]5[CH2:48][CH2:47][CH2:46][N:45]5[C:49](=[O:58])[CH:50]([NH:57][C:74]([O:73][CH:71]5[CH2:72][O:69][CH2:70]5)=[O:75])[C:51]5[CH:56]=[CH:55][CH:54]=[CH:53][CH:52]=5)=[N:42][CH:43]=4)[CH:35]=2)[CH:30]=1)=[CH:23][CH:22]=3)=[O:10])[CH:6]([CH3:8])[CH3:7]. The yield is 0.310. (5) The reactants are [Cl:1][C:2]1[CH:7]=[CH:6][C:5]([C:8]2[N:9]=[C:10]3[CH:15]=[CH:14][C:13]([C:16]4[CH:21]=[CH:20][CH:19]=[CH:18][CH:17]=4)=[CH:12][N:11]3[CH:22]=2)=[CH:4][CH:3]=1.O=P(Cl)(Cl)Cl.CN([CH:31]=[O:32])C. No catalyst specified. The product is [Cl:1][C:2]1[CH:3]=[CH:4][C:5]([C:8]2[N:9]=[C:10]3[CH:15]=[CH:14][C:13]([C:16]4[CH:21]=[CH:20][CH:19]=[CH:18][CH:17]=4)=[CH:12][N:11]3[C:22]=2[CH:31]=[O:32])=[CH:6][CH:7]=1. The yield is 0.640. (6) The reactants are C([O:8][C:9]1[CH:14]=[C:13]([O:15]CC2C=CC=CC=2)[C:12]([CH:23]([CH3:25])[CH3:24])=[CH:11][C:10]=1[C:26]1[O:30][N:29]=[C:28]([C:31](=[O:35])[NH:32][CH2:33][CH3:34])[C:27]=1[C:36]1[CH:57]=[CH:56][C:39]([CH2:40][NH:41][CH2:42][CH2:43][CH2:44][CH2:45][CH2:46][CH2:47][NH:48]C(=O)OC(C)(C)C)=[CH:38][CH:37]=1)C1C=CC=CC=1.B(Cl)(Cl)Cl.C([O-])(O)=O.[Na+]. The catalyst is C(Cl)Cl. The product is [NH2:48][CH2:47][CH2:46][CH2:45][CH2:44][CH2:43][CH2:42][NH:41][CH2:40][C:39]1[CH:56]=[CH:57][C:36]([C:27]2[C:28]([C:31]([NH:32][CH2:33][CH3:34])=[O:35])=[N:29][O:30][C:26]=2[C:10]2[CH:11]=[C:12]([CH:23]([CH3:25])[CH3:24])[C:13]([OH:15])=[CH:14][C:9]=2[OH:8])=[CH:37][CH:38]=1. The yield is 0.780. (7) The reactants are [F:1][C:2]1[C:10]([O:11][C:12]2[C:21]3[C:16](=[CH:17][C:18]([OH:24])=[C:19]([O:22][CH3:23])[CH:20]=3)[N:15]=[CH:14][N:13]=2)=[CH:9][CH:8]=[C:7]2[C:3]=1[CH:4]=[C:5]([CH3:25])[NH:6]2.S(C1C=CC(C)=CC=1)(O[CH2:30][CH:31]1[O:33][CH2:32]1)(=O)=O.C(=O)([O-])[O-].[K+].[K+]. The catalyst is CC(N(C)C)=O. The product is [F:1][C:2]1[C:10]([O:11][C:12]2[C:21]3[C:16](=[CH:17][C:18]([O:24][CH2:30][C@H:31]4[CH2:32][O:33]4)=[C:19]([O:22][CH3:23])[CH:20]=3)[N:15]=[CH:14][N:13]=2)=[CH:9][CH:8]=[C:7]2[C:3]=1[CH:4]=[C:5]([CH3:25])[NH:6]2. The yield is 0.850.